From a dataset of CYP3A4 inhibition data for predicting drug metabolism from PubChem BioAssay. Regression/Classification. Given a drug SMILES string, predict its absorption, distribution, metabolism, or excretion properties. Task type varies by dataset: regression for continuous measurements (e.g., permeability, clearance, half-life) or binary classification for categorical outcomes (e.g., BBB penetration, CYP inhibition). Dataset: cyp3a4_veith. (1) The molecule is CN(C)Cc1ccc(O)c(CN(C)C)n1. The result is 0 (non-inhibitor). (2) The result is 0 (non-inhibitor). The molecule is CCN1C(=O)[C@H]2CC[C@H]3/C(=N\OC[C@@H]4O[C@H](c5ccccc5)C=C[C@@H]4Oc4ccc(OC)cc4)C[C@@H](O)[C@@H](O)[C@@H]3[C@@H]2C1=O.